The task is: Predict the reaction yield, written as a fraction of the theoretical maximum amount of product (1.0 means a 100% yield; for example, 0.34 means a 34% yield).. This data is from Reaction yield outcomes from USPTO patents with 853,638 reactions. (1) The reactants are CC1OC(CC2CCC(C3SC(C4C=CC(N)=CC=4)=CN=3)CC2)=NN=1.[CH3:26][C:27]([CH3:54])([CH2:38][CH2:39][C:40]1[S:41][C:42]([C:45]2[CH:50]=[CH:49][C:48]([N+:51]([O-])=O)=[CH:47][CH:46]=2)=[CH:43][N:44]=1)[C:28]([NH:30][S:31]([C:34]([F:37])([F:36])[F:35])(=[O:33])=[O:32])=[O:29]. No catalyst specified. The product is [NH2:51][C:48]1[CH:47]=[CH:46][C:45]([C:42]2[S:41][C:40]([CH2:39][CH2:38][C:27]([CH3:54])([CH3:26])[C:28]([NH:30][S:31]([C:34]([F:35])([F:36])[F:37])(=[O:33])=[O:32])=[O:29])=[N:44][CH:43]=2)=[CH:50][CH:49]=1. The yield is 0.620. (2) The reactants are [N+:1]([C:4]1[CH:12]=[CH:11][C:7]([C:8]([OH:10])=[O:9])=[CH:6][C:5]=1[C:13]([OH:15])=[O:14])([O-])=O. The catalyst is CO.[Pd]. The product is [NH2:1][C:4]1[CH:12]=[CH:11][C:7]([C:8]([OH:10])=[O:9])=[CH:6][C:5]=1[C:13]([OH:15])=[O:14]. The yield is 0.870. (3) The reactants are [Br:1][CH2:2][C:3]([C:5]1[CH:6]=[CH:7][C:8]2[C:17]3[CH:16]=[C:15]4[CH2:18][CH2:19][CH2:20][C:21](=[O:22])[C:14]4=[CH:13][C:12]=3[O:11][CH2:10][C:9]=2[CH:23]=1)=[O:4].[Br-:24].[Br-].[Br-].[NH+]1C=CC=CC=1.[NH+]1C=CC=CC=1.[NH+]1C=CC=CC=1.ClCCl. The catalyst is CO. The product is [Br:24][CH:20]1[CH2:19][CH2:18][C:15]2=[CH:16][C:17]3[C:8]4[CH:7]=[CH:6][C:5]([C:3](=[O:4])[CH2:2][Br:1])=[CH:23][C:9]=4[CH2:10][O:11][C:12]=3[CH:13]=[C:14]2[C:21]1=[O:22]. The yield is 0.840. (4) The reactants are [C:1]1([CH3:10])[CH:6]=[CH:5][C:4]([S@@:7]([NH2:9])=[O:8])=[CH:3][CH:2]=1.[CH3:11][C@@H:12]([C@@H:15]([O:17][CH2:18][C:19]1[CH:24]=[CH:23][CH:22]=CC=1)[CH3:16])[CH:13]=O.[OH2:25]. The catalyst is ClCCl. The product is [CH3:13][C@@H:12]([C@@H:15]([O:17][CH:18]1[CH2:19][CH2:24][CH2:23][CH2:22][O:25]1)[CH3:16])[CH:11]=[N:9][S@:7]([C:4]1[CH:5]=[CH:6][C:1]([CH3:10])=[CH:2][CH:3]=1)=[O:8]. The yield is 0.770. (5) The reactants are F[B-](F)(F)F.[O:6]=[N+:7]=[O:8].C(Cl)Cl.[Br:12][C:13]1[CH:18]=[CH:17][C:16]([F:19])=[CH:15][C:14]=1[CH3:20]. The catalyst is CCCCCC. The product is [Br:12][C:13]1[CH:18]=[C:17]([N+:7]([O-:8])=[O:6])[C:16]([F:19])=[CH:15][C:14]=1[CH3:20]. The yield is 0.530. (6) The reactants are [Cl:1][C:2]1[CH:3]=[C:4]([C:8](=[O:10])[CH3:9])[CH:5]=[CH:6][CH:7]=1.[C:11](#[N:13])[CH3:12]. No catalyst specified. The product is [Cl:1][C:2]1[CH:3]=[C:4]([C:8]2[O:10][C:11]([CH3:12])=[N:13][CH:9]=2)[CH:5]=[CH:6][CH:7]=1. The yield is 0.839. (7) The reactants are C1(C(=[N:14][C:15]2[CH:20]=[CH:19][C:18]([C:21]3[NH:26][C:25](=[O:27])[NH:24][CH:23]([C:28]4[CH:33]=[C:32]([N+:34]([O-:36])=[O:35])[C:31]([OH:37])=[C:30]([O:38][CH2:39][CH3:40])[CH:29]=4)[C:22]=3[C:41]3[CH:46]=[CH:45][CH:44]=[CH:43][CH:42]=3)=[CH:17][CH:16]=2)C2C=CC=CC=2)C=CC=CC=1.Cl. The catalyst is C1COCC1. The product is [NH2:14][C:15]1[CH:20]=[CH:19][C:18]([C:21]2[NH:26][C:25](=[O:27])[NH:24][CH:23]([C:28]3[CH:33]=[C:32]([N+:34]([O-:36])=[O:35])[C:31]([OH:37])=[C:30]([O:38][CH2:39][CH3:40])[CH:29]=3)[C:22]=2[C:41]2[CH:42]=[CH:43][CH:44]=[CH:45][CH:46]=2)=[CH:17][CH:16]=1. The yield is 1.00. (8) The reactants are I[C:2]1[N:7]=[C:6]([C:8]([O:10][CH3:11])=[O:9])[C:5](=[O:12])[N:4]([C:13]2[CH:18]=[CH:17][CH:16]=[C:15]([C:19]([F:22])([F:21])[F:20])[CH:14]=2)[C:3]=1[CH3:23].[Cl:24][C:25]1[CH:30]=[CH:29][C:28]([N:31]2[C:35]([Sn](CCCC)(CCCC)CCCC)=[CH:34][CH:33]=[N:32]2)=[CH:27][CH:26]=1. The catalyst is Cl[Pd](Cl)([P](C1C=CC=CC=1)(C1C=CC=CC=1)C1C=CC=CC=1)[P](C1C=CC=CC=1)(C1C=CC=CC=1)C1C=CC=CC=1.C1COCC1. The product is [Cl:24][C:25]1[CH:26]=[CH:27][C:28]([N:31]2[C:35]([C:2]3[N:7]=[C:6]([C:8]([O:10][CH3:11])=[O:9])[C:5](=[O:12])[N:4]([C:13]4[CH:18]=[CH:17][CH:16]=[C:15]([C:19]([F:22])([F:21])[F:20])[CH:14]=4)[C:3]=3[CH3:23])=[CH:34][CH:33]=[N:32]2)=[CH:29][CH:30]=1. The yield is 0.620. (9) The reactants are [CH2:1]([O:3][S:4]([CH2:7]P(OCC)(OCC)=O)(=[O:6])=[O:5])[CH3:2].C([Li])CCC.[Cl:21][C:22]1[N:30]=[CH:29][N:28]=[C:27]2[C:23]=1[N:24]=[CH:25][N:26]2[CH:31]1[CH:35]2[O:36][C:37]([CH3:40])([CH3:39])[O:38][CH:34]2[CH:33]([CH:41]=O)[O:32]1. The catalyst is C1COCC1.CCCCCC. The product is [Cl:21][C:22]1[N:30]=[CH:29][N:28]=[C:27]2[C:23]=1[N:24]=[CH:25][N:26]2[C@H:31]1[C@@H:35]2[O:36][C:37]([CH3:40])([CH3:39])[O:38][C@@H:34]2[C@@H:33]([CH:41]=[CH:7][S:4]([O:3][CH2:1][CH3:2])(=[O:5])=[O:6])[O:32]1. The yield is 0.810. (10) The reactants are [CH2:1]([N:3]([CH2:21][CH3:22])[CH2:4][CH2:5][NH:6][C:7]([C:9]1[C:18](=O)[C:17]2[C:12](=[CH:13][CH:14]=[C:15]([I:20])[CH:16]=2)[NH:11][CH:10]=1)=[O:8])[CH3:2].P(Cl)(Cl)([Cl:25])=O. No catalyst specified. The product is [Cl:25][C:18]1[C:17]2[C:12](=[CH:13][CH:14]=[C:15]([I:20])[CH:16]=2)[N:11]=[CH:10][C:9]=1[C:7]([NH:6][CH2:5][CH2:4][N:3]([CH2:21][CH3:22])[CH2:1][CH3:2])=[O:8]. The yield is 0.760.